From a dataset of HIV replication inhibition screening data with 41,000+ compounds from the AIDS Antiviral Screen. Binary Classification. Given a drug SMILES string, predict its activity (active/inactive) in a high-throughput screening assay against a specified biological target. (1) The molecule is CCc1cc(=O)n(C(C)=Cc2ccccc2)n1C. The result is 0 (inactive). (2) The molecule is COc1cc2c[n+]3ccc4cc(OC)c(OC)cc4c3cc2cc1O. The result is 0 (inactive).